This data is from Reaction yield outcomes from USPTO patents with 853,638 reactions. The task is: Predict the reaction yield, written as a fraction of the theoretical maximum amount of product (1.0 means a 100% yield; for example, 0.34 means a 34% yield). (1) The reactants are [Cl:1][C:2]1[C:7]([C:8]([O:10]CC)=[O:9])=[C:6]([Cl:13])[CH:5]=[C:4]([CH3:14])[N:3]=1.[OH-].[Na+].OS(O)(=O)=O. The catalyst is O.CO. The product is [Cl:1][C:2]1[C:7]([C:8]([OH:10])=[O:9])=[C:6]([Cl:13])[CH:5]=[C:4]([CH3:14])[N:3]=1. The yield is 0.660. (2) The yield is 0.800. The product is [C:13]([O:17][C:18]([NH:1][CH2:2][CH2:3][CH2:4][OH:5])=[O:19])([CH3:16])([CH3:15])[CH3:14]. The catalyst is CO. The reactants are [NH2:1][CH2:2][CH2:3][CH2:4][OH:5].C(N(CC)CC)C.[C:13]([O:17][C:18](O[C:18]([O:17][C:13]([CH3:16])([CH3:15])[CH3:14])=[O:19])=[O:19])([CH3:16])([CH3:15])[CH3:14]. (3) The reactants are [N+:1]([C:4]1[CH:5]=[CH:6][C:7]2[O:11][C:10]([CH2:12][OH:13])=[N:9][C:8]=2[CH:14]=1)([O-])=O. The catalyst is CO.[Pd]. The product is [NH2:1][C:4]1[CH:5]=[CH:6][C:7]2[O:11][C:10]([CH2:12][OH:13])=[N:9][C:8]=2[CH:14]=1. The yield is 0.750. (4) The reactants are Br[C:2]1[CH:3]=[C:4]([C:8]2[O:9][CH:10]=[C:11]([C:13]3[CH:18]=[CH:17][CH:16]=[CH:15][N:14]=3)[N:12]=2)[CH:5]=[CH:6][CH:7]=1.[CH3:19][N:20](C)C=O. The catalyst is [C-]#N.[Zn+2].[C-]#N.C1C=CC([P]([Pd]([P](C2C=CC=CC=2)(C2C=CC=CC=2)C2C=CC=CC=2)([P](C2C=CC=CC=2)(C2C=CC=CC=2)C2C=CC=CC=2)[P](C2C=CC=CC=2)(C2C=CC=CC=2)C2C=CC=CC=2)(C2C=CC=CC=2)C2C=CC=CC=2)=CC=1. The product is [C:19]([C:2]1[CH:3]=[C:4]([C:8]2[O:9][CH:10]=[C:11]([C:13]3[CH:18]=[CH:17][CH:16]=[CH:15][N:14]=3)[N:12]=2)[CH:5]=[CH:6][CH:7]=1)#[N:20]. The yield is 0.320. (5) The reactants are [N+:1]([C:4]1[CH:13]=[CH:12][CH:11]=[C:6]([C:7]([O:9][CH3:10])=[O:8])[C:5]=1[NH2:14])([O-])=O. The catalyst is CO.[Pd]. The product is [NH2:1][C:4]1[CH:13]=[CH:12][CH:11]=[C:6]([C:7]([O:9][CH3:10])=[O:8])[C:5]=1[NH2:14]. The yield is 1.00. (6) The reactants are [Br:1][C:2]1[CH:3]=[C:4]([C:9]2(C3C=CN=CC=3)[C:17]3[C:12](=[CH:13][CH:14]=[CH:15][CH:16]=3)[C:11]([NH2:18])=[N:10]2)[CH:5]=[CH:6][C:7]=1[F:8].[CH3:25][C:26]([S:29](N)=[O:30])([CH3:28])[CH3:27].CO.C(=O)(O)[O-].[Na+]. The catalyst is CCO.CCO.CCO.CCO.[Ti].C(OCC)(=O)C. The product is [Br:1][C:2]1[CH:3]=[C:4]([C:9]([C:17]2[CH:16]=[CH:15][CH:14]=[CH:13][C:12]=2[C:11]#[N:18])=[N:10][S:29]([C:26]([CH3:28])([CH3:27])[CH3:25])=[O:30])[CH:5]=[CH:6][C:7]=1[F:8]. The yield is 0.300.